This data is from Forward reaction prediction with 1.9M reactions from USPTO patents (1976-2016). The task is: Predict the product of the given reaction. (1) Given the reactants [CH:1]1([C@@H:4]([N:6]([CH2:30][C:31]2[CH:36]=[CH:35][C:34]([F:37])=[CH:33][CH:32]=2)[C:7](=[O:29])[CH2:8][N:9]2[C:13](=[O:14])[C:12]3([C:22]4[C:17](=[C:18]([O:26][CH3:27])[C:19]([N+:23]([O-])=O)=[CH:20][CH:21]=4)[CH2:16][CH2:15]3)[O:11][C:10]2=[O:28])[CH3:5])[CH2:3][CH2:2]1, predict the reaction product. The product is: [NH2:23][C:19]1[C:18]([O:26][CH3:27])=[C:17]2[C:22](=[CH:21][CH:20]=1)[C:12]1([O:11][C:10](=[O:28])[N:9]([CH2:8][C:7]([N:6]([C@H:4]([CH:1]3[CH2:3][CH2:2]3)[CH3:5])[CH2:30][C:31]3[CH:36]=[CH:35][C:34]([F:37])=[CH:33][CH:32]=3)=[O:29])[C:13]1=[O:14])[CH2:15][CH2:16]2. (2) The product is: [OH:1][C@@H:2]1[C@H:6]([OH:7])[C@@H:5]([CH2:8][OH:9])[O:4][C@H:3]1[N:10]1[CH:18]=[N:17][C:16]2[C:11]1=[N:12][C:13]([N:20]1[CH:24]=[C:23]([C:25]([NH:27][CH2:28][CH3:29])=[O:26])[CH:22]=[N:21]1)=[N:14][C:15]=2[NH2:19]. Given the reactants [OH:1][C@@H:2]1[C@H:6]([OH:7])[C@@H:5]([CH2:8][OH:9])[O:4][C@H:3]1[N:10]1[CH:18]=[N:17][C:16]2[C:11]1=[N:12][C:13]([N:20]1[CH:24]=[C:23]([C:25]([NH:27][CH3:28])=[O:26])[CH:22]=[N:21]1)=[N:14][C:15]=2[NH2:19].[CH2:29](N)C, predict the reaction product. (3) The product is: [C:21]([O:20][C:18]([N:6]1[CH2:7][CH2:8][C@H:9]([O:10][Si:11]([C:14]([CH3:17])([CH3:16])[CH3:15])([CH3:13])[CH3:12])[C@H:5]1[CH2:3][OH:2])=[O:19])([CH3:24])([CH3:23])[CH3:22]. Given the reactants C[O:2][C:3]([C@@H:5]1[C@H:9]([O:10][Si:11]([C:14]([CH3:17])([CH3:16])[CH3:15])([CH3:13])[CH3:12])[CH2:8][CH2:7][N:6]1[C:18]([O:20][C:21]([CH3:24])([CH3:23])[CH3:22])=[O:19])=O.O[C@H]1CCN[C@@H]1C(O)=O.COC(=O)[C@@H]1[C@@H](O[Si](C(C)(C)C)(C)C)CCN1C(OC(C)(C)C)=O.C([BH-](CC)CC)C.[Li+], predict the reaction product. (4) Given the reactants [CH3:1][O:2][C:3](=[O:15])[CH2:4][C:5]1[C:13]2[C:8](=[CH:9][CH:10]=[C:11]([OH:14])[CH:12]=2)[NH:7][CH:6]=1.I[CH2:17][CH2:18][CH2:19][CH3:20].C(=O)([O-])[O-].[K+].[K+].C(=O)(O)[O-].[Na+], predict the reaction product. The product is: [CH3:1][O:2][C:3](=[O:15])[CH2:4][C:5]1[C:13]2[C:8](=[CH:9][CH:10]=[C:11]([O:14][CH2:17][CH2:18][CH2:19][CH3:20])[CH:12]=2)[NH:7][CH:6]=1. (5) Given the reactants C(OC(=O)[NH:7][C:8]1([C:12]2[CH:17]=[CH:16][C:15]([C:18]3[C:27]([C:28]4[CH:33]=[CH:32][CH:31]=[CH:30][CH:29]=4)=[CH:26][C:25]4[C:24]5=[N:34][NH:35][C:36](=[O:37])[C:23]5([CH3:38])[CH2:22][CH2:21][C:20]=4[N:19]=3)=[CH:14][CH:13]=2)[CH2:11][CH2:10][CH2:9]1)(C)(C)C, predict the reaction product. The product is: [NH2:7][C:8]1([C:12]2[CH:13]=[CH:14][C:15]([C:18]3[C:27]([C:28]4[CH:29]=[CH:30][CH:31]=[CH:32][CH:33]=4)=[CH:26][C:25]4[C:24]5=[N:34][NH:35][C:36](=[O:37])[C:23]5([CH3:38])[CH2:22][CH2:21][C:20]=4[N:19]=3)=[CH:16][CH:17]=2)[CH2:11][CH2:10][CH2:9]1. (6) Given the reactants [F:1][C:2]1[CH:24]=[CH:23][C:5]([O:6][CH2:7][C:8]2[N:9]=[C:10]3[S:17][C:16]([CH3:18])=[C:15]([C:19]([O:21]C)=[O:20])[N:11]3[C:12](=[O:14])[CH:13]=2)=[CH:4][CH:3]=1.[OH-].[Li+], predict the reaction product. The product is: [F:1][C:2]1[CH:3]=[CH:4][C:5]([O:6][CH2:7][C:8]2[N:9]=[C:10]3[S:17][C:16]([CH3:18])=[C:15]([C:19]([OH:21])=[O:20])[N:11]3[C:12](=[O:14])[CH:13]=2)=[CH:23][CH:24]=1. (7) Given the reactants [CH:1]1([CH:7]=[O:8])[CH2:6][CH2:5][CH2:4][CH2:3][CH2:2]1.[CH2:9]([Mg]Br)[CH3:10], predict the reaction product. The product is: [CH:1]1([CH:7]([OH:8])[CH2:9][CH3:10])[CH2:6][CH2:5][CH2:4][CH2:3][CH2:2]1. (8) Given the reactants [F:1][C:2]1[CH:27]=[CH:26][C:5]([CH2:6][NH:7][C:8]([C:10]2[C:11](=[O:25])[N:12]([CH2:21][CH2:22][NH:23][CH3:24])[C:13]3[C:18]([C:19]=2[OH:20])=[N:17][CH:16]=[CH:15][CH:14]=3)=[O:9])=[C:4]([S:28]([CH3:31])(=[O:30])=[O:29])[CH:3]=1.[CH3:32][N:33]([CH3:38])[S:34](Cl)(=[O:36])=[O:35].CCN(C(C)C)C(C)C, predict the reaction product. The product is: [CH3:32][N:33]([CH3:38])[S:34]([N:23]([CH3:24])[CH2:22][CH2:21][N:12]1[C:13]2[C:18](=[N:17][CH:16]=[CH:15][CH:14]=2)[C:19]([OH:20])=[C:10]([C:8]([NH:7][CH2:6][C:5]2[CH:26]=[CH:27][C:2]([F:1])=[CH:3][C:4]=2[S:28]([CH3:31])(=[O:30])=[O:29])=[O:9])[C:11]1=[O:25])(=[O:36])=[O:35].